Dataset: Forward reaction prediction with 1.9M reactions from USPTO patents (1976-2016). Task: Predict the product of the given reaction. (1) Given the reactants [OH:1][CH:2]1[CH2:7][CH2:6][CH:5]([C:8]([OH:10])=[O:9])[CH2:4][CH2:3]1.N1[CH:15]=[CH:14]N=C1.[C:16]([Si:20](Cl)([C:27]1[CH:32]=[CH:31][CH:30]=[CH:29][CH:28]=1)[C:21]1[CH:26]=[CH:25][CH:24]=[CH:23][CH:22]=1)([CH3:19])([CH3:18])[CH3:17].O, predict the reaction product. The product is: [Si:20]([O:1][CH:2]1[CH2:7][CH2:6][CH:5]([C:8]([O:10][CH2:14][CH3:15])=[O:9])[CH2:4][CH2:3]1)([C:16]([CH3:19])([CH3:18])[CH3:17])([C:27]1[CH:28]=[CH:29][CH:30]=[CH:31][CH:32]=1)[C:21]1[CH:26]=[CH:25][CH:24]=[CH:23][CH:22]=1. (2) Given the reactants Cl[C:2]1[C:11]2[C:6](=[CH:7][C:8]([CH3:12])=[CH:9][CH:10]=2)[N:5]=[C:4]([C:13]2[C:18]([F:19])=[CH:17][CH:16]=[CH:15][C:14]=2[OH:20])[N:3]=1.[OH:21][C@H:22]([CH2:31][CH:32]([CH3:34])[CH3:33])[C:23]([N:25]1[CH2:30][CH2:29][NH:28][CH2:27][CH2:26]1)=[O:24].C(N(CC)CC)C, predict the reaction product. The product is: [F:19][C:18]1[CH:17]=[CH:16][CH:15]=[C:14]([OH:20])[C:13]=1[C:4]1[N:3]=[C:2]([N:28]2[CH2:27][CH2:26][N:25]([C:23](=[O:24])[C@H:22]([OH:21])[CH2:31][CH:32]([CH3:33])[CH3:34])[CH2:30][CH2:29]2)[C:11]2[C:6](=[CH:7][C:8]([CH3:12])=[CH:9][CH:10]=2)[N:5]=1. (3) Given the reactants N#N.[CH3:3][O:4][C:5](=[O:13])[CH2:6][C:7]1[S:8][C:9](Br)=[CH:10][CH:11]=1.[N+:14]([C:17]1[CH:18]=[C:19](B(O)O)[CH:20]=[CH:21][CH:22]=1)([O-:16])=[O:15].C([O-])([O-])=O.[Na+].[Na+], predict the reaction product. The product is: [CH3:3][O:4][C:5](=[O:13])[CH2:6][C:7]1[S:8][C:9]([C:21]2[CH:20]=[CH:19][CH:18]=[C:17]([N+:14]([O-:16])=[O:15])[CH:22]=2)=[CH:10][CH:11]=1.